Dataset: Forward reaction prediction with 1.9M reactions from USPTO patents (1976-2016). Task: Predict the product of the given reaction. (1) Given the reactants [F:1][C:2]1[CH:7]=[CH:6][CH:5]=[CH:4][C:3]=1[C:8]1[CH:21]=[C:20]2[C:11]([N:12]3[C:17]([CH2:18][O:19]2)=[N:16][NH:15][C:14](=[O:22])[CH:13]3[CH3:23])=[CH:10][C:9]=1[NH:24][C:25]1([CH3:29])[CH2:28][NH:27][CH2:26]1.C=O.[BH3-][C:33]#N.[Na+].O, predict the reaction product. The product is: [CH3:33][N:27]1[CH2:26][C:25]([NH:24][C:9]2[CH:10]=[C:11]3[C:20](=[CH:21][C:8]=2[C:3]2[CH:4]=[CH:5][CH:6]=[CH:7][C:2]=2[F:1])[O:19][CH2:18][C:17]2[N:12]3[CH:13]([CH3:23])[C:14](=[O:22])[NH:15][N:16]=2)([CH3:29])[CH2:28]1. (2) The product is: [Cl:1][C:2]1[CH:3]=[C:4]([C:8]2[O:13][C:12]([C:14]3[S:19][CH2:18][CH2:17][O:16][N:15]=3)=[N:11][N:10]=2)[CH:5]=[CH:6][CH:7]=1. Given the reactants [Cl:1][C:2]1[CH:3]=[C:4]([C:8]([NH:10][NH:11][C:12]([C:14]2[S:19][CH2:18][CH2:17][O:16][N:15]=2)=[O:13])=O)[CH:5]=[CH:6][CH:7]=1, predict the reaction product. (3) Given the reactants [CH3:1][C:2]1[N:10]([CH2:11][C:12]2[CH:17]=[CH:16][C:15](/[CH:18]=[CH:19]/[CH2:20][O:21][C@H:22]([CH3:31])[C:23](N3CCOCC3)=[O:24])=[CH:14][CH:13]=2)[C:5]2=[N:6][CH:7]=[CH:8][CH:9]=[C:4]2[C:3]=1[C:32]([C:34]1[CH:39]=[CH:38][C:37]([CH3:40])=[CH:36][CH:35]=1)=[O:33].C1C[O:44]CC1.[OH-].[Li+], predict the reaction product. The product is: [CH3:1][C:2]1[N:10]([CH2:11][C:12]2[CH:13]=[CH:14][C:15](/[CH:18]=[CH:19]/[CH2:20][O:21][C@H:22]([CH3:31])[C:23]([OH:44])=[O:24])=[CH:16][CH:17]=2)[C:5]2=[N:6][CH:7]=[CH:8][CH:9]=[C:4]2[C:3]=1[C:32](=[O:33])[C:34]1[CH:39]=[CH:38][C:37]([CH3:40])=[CH:36][CH:35]=1. (4) Given the reactants [CH3:1][C:2]1[C:3]([C:7]([O:9][CH3:10])=[O:8])=[CH:4][S:5][CH:6]=1.[C:11](O[C:11](=[O:14])[CH2:12][CH3:13])(=[O:14])[CH2:12][CH3:13].Cl([O-])(=O)(=O)=O.[Li+], predict the reaction product. The product is: [CH3:1][C:2]1[C:3]([C:7]([O:9][CH3:10])=[O:8])=[CH:4][S:5][C:6]=1[C:11](=[O:14])[CH2:12][CH3:13]. (5) Given the reactants [F:1][C:2]1[CH:3]=[C:4]([CH:37]=[CH:38][CH:39]=1)[O:5][CH:6]([CH2:12][C:13]1[CH:18]=[CH:17][C:16]([O:19][CH2:20][CH2:21][NH:22][C:23](=[O:36])[C:24]2[CH:29]=[CH:28][C:27]([C:30]3[CH:35]=[CH:34][CH:33]=[CH:32][N:31]=3)=[CH:26][CH:25]=2)=[CH:15][CH:14]=1)[C:7]([O:9]CC)=[O:8].[OH-].[Na+], predict the reaction product. The product is: [F:1][C:2]1[CH:3]=[C:4]([CH:37]=[CH:38][CH:39]=1)[O:5][CH:6]([CH2:12][C:13]1[CH:18]=[CH:17][C:16]([O:19][CH2:20][CH2:21][NH:22][C:23](=[O:36])[C:24]2[CH:29]=[CH:28][C:27]([C:30]3[CH:35]=[CH:34][CH:33]=[CH:32][N:31]=3)=[CH:26][CH:25]=2)=[CH:15][CH:14]=1)[C:7]([OH:9])=[O:8].